Task: Regression. Given a peptide amino acid sequence and an MHC pseudo amino acid sequence, predict their binding affinity value. This is MHC class II binding data.. Dataset: Peptide-MHC class II binding affinity with 134,281 pairs from IEDB (1) The peptide sequence is VFLQTHIFAEVLKDAIKDL. The MHC is HLA-DPA10201-DPB10101 with pseudo-sequence HLA-DPA10201-DPB10101. The binding affinity (normalized) is 0.844. (2) The peptide sequence is GWIISNIFGAIPVLG. The MHC is HLA-DQA10501-DQB10201 with pseudo-sequence HLA-DQA10501-DQB10201. The binding affinity (normalized) is 0.663. (3) The peptide sequence is IAPAVQTNWQKLETFWAKHM. The MHC is HLA-DQA10301-DQB10302 with pseudo-sequence HLA-DQA10301-DQB10302. The binding affinity (normalized) is 0.127. (4) The binding affinity (normalized) is 0.245. The peptide sequence is TDRATLNPWASQKH. The MHC is DRB1_0802 with pseudo-sequence DRB1_0802. (5) The peptide sequence is GELQIVDKIDAVFKI. The MHC is DRB1_1501 with pseudo-sequence DRB1_1501. The binding affinity (normalized) is 0.537. (6) The peptide sequence is ILNTWLVKPGAGIMI. The MHC is DRB3_0101 with pseudo-sequence DRB3_0101. The binding affinity (normalized) is 0.171. (7) The peptide sequence is PTPLAKEDFLRCLVK. The MHC is HLA-DQA10102-DQB10602 with pseudo-sequence HLA-DQA10102-DQB10602. The binding affinity (normalized) is 0.153.